Dataset: Forward reaction prediction with 1.9M reactions from USPTO patents (1976-2016). Task: Predict the product of the given reaction. (1) Given the reactants [CH3:1][O:2][C:3]1[CH:4]=[C:5]2[C:9](=[CH:10][C:11]=1[O:12][CH3:13])[N:8]([CH3:14])[CH:7]=[C:6]2[C:15]#[C:16][Si](C)(C)C.[F-].[K+], predict the reaction product. The product is: [C:15]([C:6]1[C:5]2[C:9](=[CH:10][C:11]([O:12][CH3:13])=[C:3]([O:2][CH3:1])[CH:4]=2)[N:8]([CH3:14])[CH:7]=1)#[CH:16]. (2) The product is: [Br:12][C:7]1([CH2:6][CH2:5][C:4]([OH:13])=[O:3])[CH2:9][C:8]1([Br:10])[Br:11]. Given the reactants C([O:3][C:4](=[O:13])[CH2:5][CH2:6][C:7]1([Br:12])[CH2:9][C:8]1([Br:11])[Br:10])C.C(OCC)C, predict the reaction product. (3) The product is: [CH2:19]([N:5]([CH2:1][CH2:2][CH2:3][CH3:4])[CH2:6][CH2:7][CH2:8][O:9][C:10]1[CH:11]=[CH:12][C:13]([C:16](=[O:18])/[CH:17]=[C:25](/[N:30]([CH3:32])[CH3:31])\[CH2:26][CH2:27][CH2:28][CH3:29])=[CH:14][CH:15]=1)[CH2:20][CH2:21][CH3:22]. Given the reactants [CH2:1]([N:5]([CH2:19][CH2:20][CH2:21][CH3:22])[CH2:6][CH2:7][CH2:8][O:9][C:10]1[CH:15]=[CH:14][C:13]([C:16](=[O:18])[CH3:17])=[CH:12][CH:11]=1)[CH2:2][CH2:3][CH3:4].CO[C:25](OC)([N:30]([CH3:32])[CH3:31])[CH2:26][CH2:27][CH2:28][CH3:29], predict the reaction product. (4) Given the reactants [CH:1]1([CH2:5][C:6]2[N:7]=[C:8]([C:11]3[N:16]=[CH:15][N:14]=[C:13]([CH2:17][C:18]([CH3:25])([CH3:24])[C:19]([O:21]CC)=[O:20])[CH:12]=3)[S:9][CH:10]=2)[CH2:4][CH2:3][CH2:2]1.Br[C:27]1[CH:32]=[CH:31][C:30]([S:33]([NH:36][C@@H:37]([CH3:42])[C:38]([F:41])([F:40])[F:39])(=[O:35])=[O:34])=[C:29]([Cl:43])[C:28]=1[Cl:44], predict the reaction product. The product is: [CH:1]1([CH2:5][C:6]2[N:7]=[C:8]([C:11]3[N:16]=[CH:15][N:14]=[C:13]([CH2:17][C:18]([CH3:24])([CH3:25])[C:19]([OH:21])=[O:20])[CH:12]=3)[S:9][C:10]=2[C:27]2[CH:32]=[CH:31][C:30]([S:33](=[O:34])(=[O:35])[NH:36][C@@H:37]([CH3:42])[C:38]([F:40])([F:41])[F:39])=[C:29]([Cl:43])[C:28]=2[Cl:44])[CH2:4][CH2:3][CH2:2]1. (5) Given the reactants [F:1][C:2]1[C:10]([NH:11][S:12]([C:15]2[O:16][CH:17]=[CH:18][CH:19]=2)(=[O:14])=[O:13])=[CH:9][CH:8]=[C:7]([F:20])[C:3]=1C(O)=O.C([N:23](CC)CC)C.C1(P(N=[N+]=[N-])(C2C=CC=CC=2)=O)C=CC=CC=1, predict the reaction product. The product is: [NH2:23][C:3]1[C:2]([F:1])=[C:10]([NH:11][S:12]([C:15]2[O:16][CH:17]=[CH:18][CH:19]=2)(=[O:14])=[O:13])[CH:9]=[CH:8][C:7]=1[F:20].